From a dataset of Catalyst prediction with 721,799 reactions and 888 catalyst types from USPTO. Predict which catalyst facilitates the given reaction. (1) Product: [Cl:35][C:21]1[C:7]([N:1]2[CH2:2][CH2:3][NH:4][CH2:5][CH2:6]2)=[C:19]([S:16]([CH2:14][CH3:15])(=[O:17])=[O:18])[CH:24]=[CH:23][C:22]=1[NH:25][C:26](=[O:34])[C@:27]([OH:33])([CH3:32])[C:28]([F:31])([F:30])[F:29]. The catalyst class is: 37. Reactant: [N:1]1([C:7](OC(C)(C)C)=O)[CH2:6][CH2:5][NH:4][CH2:3][CH2:2]1.[CH2:14]([S:16]([C:19]1[CH:24]=[CH:23][C:22]([NH:25][C:26](=[O:34])[C:27]([OH:33])([CH3:32])[C:28]([F:31])([F:30])[F:29])=[C:21]([Cl:35])C=1F)(=[O:18])=[O:17])[CH3:15].[Cl-].[NH4+]. (2) The catalyst class is: 6. Product: [N:1]1([C:2]2[CH:3]=[C:4]([OH:8])[CH:5]=[CH:6][CH:7]=2)[CH:23]=[N:21][N:20]=[N:19]1. Reactant: [NH2:1][C:2]1[CH:3]=[C:4]([OH:8])[CH:5]=[CH:6][CH:7]=1.C(OCC)(OCC)OCC.[N-:19]=[N+:20]=[N-:21].[Na+].[C:23](O)(=O)C.Cl.N([O-])=O.[Na+]. (3) Reactant: [CH3:1][C@@H:2]1[NH:8][CH2:7][C:6]2[CH:9]=[CH:10][C:11]([C:13]([O:15][CH3:16])=[O:14])=[CH:12][C:5]=2[O:4][CH2:3]1.Cl.Br[C:19]1[CH:24]=[CH:23][N:22]=[CH:21][CH:20]=1.CC(OC1C=CC=C(OC(C)C)C=1C1C(P(C2CCCCC2)C2CCCCC2)=CC=CC=1)C.C([O-])([O-])=O.[Cs+].[Cs+]. Product: [CH3:1][C@@H:2]1[N:8]([C:19]2[CH:24]=[CH:23][N:22]=[CH:21][CH:20]=2)[CH2:7][C:6]2[CH:9]=[CH:10][C:11]([C:13]([O:15][CH3:16])=[O:14])=[CH:12][C:5]=2[O:4][CH2:3]1. The catalyst class is: 11. (4) Reactant: [NH:1]1[CH:5]=[CH:4][N:3]=[CH:2]1.O=[C:7]1[CH2:12][CH2:11][CH2:10][CH:9]([NH:13][C:14](=[O:23])[O:15][CH2:16][C:17]2[CH:22]=[CH:21][CH:20]=[CH:19][CH:18]=2)[CH2:8]1.C([O-])(O)=O.[Na+]. Product: [N:1]1([C:7]2[CH2:8][CH:9]([NH:13][C:14](=[O:23])[O:15][CH2:16][C:17]3[CH:22]=[CH:21][CH:20]=[CH:19][CH:18]=3)[CH2:10][CH2:11][CH:12]=2)[CH:5]=[CH:4][N:3]=[CH:2]1. The catalyst class is: 2.